From a dataset of Full USPTO retrosynthesis dataset with 1.9M reactions from patents (1976-2016). Predict the reactants needed to synthesize the given product. (1) Given the product [Cl:1][C:2]1[CH:3]=[C:4]([CH:5]=[C:6]([Cl:8])[CH:7]=1)[C:9]([C:10]1([NH:16][S:17]([C:20]2[CH:25]=[CH:24][C:23]([CH3:26])=[CH:22][CH:21]=2)(=[O:19])=[O:18])[CH2:11][CH2:12][CH2:13][CH2:14][CH2:15]1)=[O:27], predict the reactants needed to synthesize it. The reactants are: [Cl:1][C:2]1[CH:3]=[C:4]([CH:9]([OH:27])[C:10]2([NH:16][S:17]([C:20]3[CH:25]=[CH:24][C:23]([CH3:26])=[CH:22][CH:21]=3)(=[O:19])=[O:18])[CH2:15][CH2:14][CH2:13][CH2:12][CH2:11]2)[CH:5]=[C:6]([Cl:8])[CH:7]=1.CC(OI1(OC(C)=O)(OC(C)=O)OC(=O)C2C=CC=CC1=2)=O.C([O-])(O)=O.[Na+].[O-]S([O-])(=S)=O.[Na+].[Na+]. (2) Given the product [F:11][C:5]1[C:4]2[C:8](=[CH:9][CH:10]=[C:2]([C:61]3[CH:62]=[C:63]([NH:67][C@H:68]([C:76]4[CH:81]=[CH:80][CH:79]=[CH:78][CH:77]=4)[CH2:69][NH:70][C:71](=[O:75])[CH:72]([CH3:74])[CH3:73])[CH:64]=[N:65][CH:66]=3)[CH:3]=2)[NH:7][N:6]=1, predict the reactants needed to synthesize it. The reactants are: Br[C:2]1[CH:3]=[C:4]2[C:8](=[CH:9][CH:10]=1)[NH:7][N:6]=[C:5]2[F:11].B1(B2OC(C)(C)C(C)(C)O2)OC(C)(C)C(C)(C)O1.C(P(C12CC3CC(CC(C3)C1)C2)C12CC3CC(CC(C3)C1)C2)CCC.C([O-])(=O)C.[K+].Br[C:61]1[CH:62]=[C:63]([NH:67][C@H:68]([C:76]2[CH:81]=[CH:80][CH:79]=[CH:78][CH:77]=2)[CH2:69][NH:70][C:71](=[O:75])[CH:72]([CH3:74])[CH3:73])[CH:64]=[N:65][CH:66]=1.C(=O)([O-])[O-].[K+].[K+].